Dataset: Forward reaction prediction with 1.9M reactions from USPTO patents (1976-2016). Task: Predict the product of the given reaction. (1) Given the reactants [C:1]([O:5][C:6]([N:8]1[CH2:16][C:15]2[C:10](=[CH:11][CH:12]=[C:13]([N+:17]([O-])=O)[CH:14]=2)[CH2:9]1)=[O:7])([CH3:4])([CH3:3])[CH3:2], predict the reaction product. The product is: [C:1]([O:5][C:6]([N:8]1[CH2:16][C:15]2[C:10](=[CH:11][CH:12]=[C:13]([NH2:17])[CH:14]=2)[CH2:9]1)=[O:7])([CH3:4])([CH3:2])[CH3:3]. (2) Given the reactants [NH2:1][C:2]1[CH:10]=[CH:9][CH:8]=[CH:7][C:3]=1[C:4]([OH:6])=[O:5].[I:11](O)(=O)=O, predict the reaction product. The product is: [NH2:1][C:2]1[CH:10]=[CH:9][C:8]([I:11])=[CH:7][C:3]=1[C:4]([OH:6])=[O:5]. (3) The product is: [Cl:14][C:15]1[CH:35]=[C:34]([CH:33]=[C:17]([CH2:18][N:19]2[C:27]3[C:22](=[CH:23][C:24]([C:28](=[O:29])[NH:13][C@H:11]([C:7]4[CH:8]=[CH:9][CH:10]=[C:5]([CH:2]([CH3:4])[CH3:3])[CH:6]=4)[CH3:12])=[CH:25][CH:26]=3)[C:21]([CH3:31])=[C:20]2[CH3:32])[CH:16]=1)[O:36][C@@H:37]([CH3:42])[C:38]([O:40][CH3:41])=[O:39]. Given the reactants Cl.[CH:2]([C:5]1[CH:6]=[C:7]([C@@H:11]([NH2:13])[CH3:12])[CH:8]=[CH:9][CH:10]=1)([CH3:4])[CH3:3].[Cl:14][C:15]1[CH:16]=[C:17]([CH:33]=[C:34]([O:36][C@@H:37]([CH3:42])[C:38]([O:40][CH3:41])=[O:39])[CH:35]=1)[CH2:18][N:19]1[C:27]2[C:22](=[CH:23][C:24]([C:28](O)=[O:29])=[CH:25][CH:26]=2)[C:21]([CH3:31])=[C:20]1[CH3:32], predict the reaction product. (4) Given the reactants [CH3:1][O:2][C:3](=[O:32])[CH:4]([N:17](C(OC(C)(C)C)=O)C(OC(C)(C)C)=O)[CH2:5][N:6]1[CH2:11][C:10]([CH3:13])([CH3:12])[C:9]2[NH:14][N:15]=[CH:16][C:8]=2[CH2:7]1.FC(F)(F)C(O)=O, predict the reaction product. The product is: [CH3:1][O:2][C:3](=[O:32])[CH:4]([NH2:17])[CH2:5][N:6]1[CH2:11][C:10]([CH3:13])([CH3:12])[C:9]2[NH:14][N:15]=[CH:16][C:8]=2[CH2:7]1. (5) Given the reactants Cl[C:2]1[CH:3]=[C:4]2[C:9](=[CH:10][CH:11]=1)[N:8]=[C:7]([NH:12][CH2:13][CH2:14][O:15][C:16]1[CH:21]=[CH:20][CH:19]=[CH:18][CH:17]=1)[CH:6]=[CH:5]2.[CH3:22][N:23]([CH3:27])[CH2:24][CH2:25][NH2:26], predict the reaction product. The product is: [CH3:22][N:23]([CH3:27])[CH2:24][CH2:25][NH:26][C:2]1[CH:3]=[C:4]2[C:9](=[CH:10][CH:11]=1)[N:8]=[C:7]([NH:12][CH2:13][CH2:14][O:15][C:16]1[CH:21]=[CH:20][CH:19]=[CH:18][CH:17]=1)[CH:6]=[CH:5]2.